Dataset: Forward reaction prediction with 1.9M reactions from USPTO patents (1976-2016). Task: Predict the product of the given reaction. (1) Given the reactants [CH3:1][NH:2][C:3]1[N:8]=[C:7]([C:9]2[S:10][C:11]3[CH:19]=[CH:18][CH:17]=[CH:16][C:12]=3[C:13](=[O:15])[N:14]=2)[CH:6]=[CH:5][CH:4]=1.[C:20](Cl)(=[O:23])[CH2:21][CH3:22].CN(C)C(=O)C, predict the reaction product. The product is: [CH3:1][N:2]([C:3]1[CH:4]=[CH:5][CH:6]=[C:7]([C:9]2[S:10][C:11]3[CH:19]=[CH:18][CH:17]=[CH:16][C:12]=3[C:13](=[O:15])[N:14]=2)[N:8]=1)[C:20](=[O:23])[CH2:21][CH3:22]. (2) Given the reactants [F:1][C:2]1[CH:7]=[CH:6][C:5]([C:8]2[CH:12]=[C:11]([C:13]3[CH:18]=[CH:17][CH:16]=[CH:15][CH:14]=3)[N:10]([CH2:19][C:20](O)=[O:21])[N:9]=2)=[CH:4][C:3]=1[CH3:23].CCN(C(C)C)C(C)C.[N:33]1([C:39]2[N:44]=[CH:43][CH:42]=[CH:41][N:40]=2)[CH2:38][CH2:37][NH:36][CH2:35][CH2:34]1.C([O-])([O-])=O.[K+].[K+], predict the reaction product. The product is: [F:1][C:2]1[CH:7]=[CH:6][C:5]([C:8]2[CH:12]=[C:11]([C:13]3[CH:14]=[CH:15][CH:16]=[CH:17][CH:18]=3)[N:10]([CH2:19][C:20]([N:36]3[CH2:37][CH2:38][N:33]([C:39]4[N:40]=[CH:41][CH:42]=[CH:43][N:44]=4)[CH2:34][CH2:35]3)=[O:21])[N:9]=2)=[CH:4][C:3]=1[CH3:23]. (3) Given the reactants FC(F)(F)S([O:6][S:7]([C:10]([F:13])([F:12])[F:11])(=[O:9])=[O:8])(=O)=O.[F:16][C:17]1[CH:22]=[CH:21][CH:20]=[CH:19][C:18]=1[C:23]1[N:24]=[N:25][C:26]2[C@@:27]3([CH2:36]O)[C:33]([CH3:35])([CH3:34])[C@@H:30]([C:31]=2[CH:32]=1)[CH2:29][CH2:28]3, predict the reaction product. The product is: [F:16][C:17]1[CH:22]=[CH:21][CH:20]=[CH:19][C:18]=1[C:23]1[N:24]=[N:25][C:26]2[C@@:27]3([CH2:36][O:6][S:7]([C:10]([F:11])([F:12])[F:13])(=[O:8])=[O:9])[C:33]([CH3:35])([CH3:34])[C@@H:30]([C:31]=2[CH:32]=1)[CH2:29][CH2:28]3. (4) Given the reactants O.[CH2:2]([C@@:6]1([CH2:31][CH3:32])[NH:12][C@H:11]([C:13]2[CH:18]=[CH:17][CH:16]=[CH:15][CH:14]=2)[C:10]2[CH:19]=[C:20]([O:27][CH3:28])[C:21]([C:23]([O:25]C)=[O:24])=[CH:22][C:9]=2[S:8](=[O:30])(=[O:29])[CH2:7]1)[CH2:3][CH2:4][CH3:5].[Li+].[OH-].C(O)(=O)C1C=CC=CC=1, predict the reaction product. The product is: [CH2:2]([C@@:6]1([CH2:31][CH3:32])[NH:12][C@H:11]([C:13]2[CH:14]=[CH:15][CH:16]=[CH:17][CH:18]=2)[C:10]2[CH:19]=[C:20]([O:27][CH3:28])[C:21]([C:23]([OH:25])=[O:24])=[CH:22][C:9]=2[S:8](=[O:30])(=[O:29])[CH2:7]1)[CH2:3][CH2:4][CH3:5]. (5) Given the reactants [C:1]([O:4][CH2:5][CH3:6])(=[O:3])[CH3:2].CCCCCC.C[Si]([N-][Si](C)(C)C)(C)C.[Li+].[F:23][C:24]([F:45])([F:44])[C:25]1[CH:26]=[CH:27][CH:28]=[C:29]2[C:34]=1[N:33]=[CH:32][CH:31]=[C:30]2[O:35][C:36]1[CH:43]=[CH:42][C:39]([CH:40]=[O:41])=[CH:38][CH:37]=1.[Cl-].[NH4+], predict the reaction product. The product is: [OH:41][CH:40]([C:39]1[CH:42]=[CH:43][C:36]([O:35][C:30]2[C:29]3[C:34](=[C:25]([C:24]([F:45])([F:23])[F:44])[CH:26]=[CH:27][CH:28]=3)[N:33]=[CH:32][CH:31]=2)=[CH:37][CH:38]=1)[CH2:2][C:1]([O:4][CH2:5][CH3:6])=[O:3]. (6) Given the reactants [N+:1]([C:4]1[CH:9]=[CH:8][CH:7]=[CH:6][C:5]=1[OH:10])([O-:3])=[O:2].Br[CH2:12][C:13]([CH3:15])=[CH2:14].C(=O)([O-])[O-].[K+].[K+].C(OCC)(=O)C, predict the reaction product. The product is: [CH3:14][C:13](=[CH2:12])[CH2:15][O:10][C:5]1[CH:6]=[CH:7][CH:8]=[CH:9][C:4]=1[N+:1]([O-:3])=[O:2]. (7) Given the reactants FC(F)(F)C1C=C(NC(=O)NC2C=CC(C3SC(CCC(O)=O)=NC=3)=CC=2)C=CC=1.[Cl:31][C:32]1[CH:37]=[CH:36][C:35]([NH:38][C:39](=[O:59])[NH:40][C:41]2[CH:46]=[CH:45][C:44]([C:47]3[N:51]=[C:50]([CH2:52][CH2:53][CH2:54][C:55]([O:57]C)=[O:56])[O:49][N:48]=3)=[CH:43][CH:42]=2)=[C:34]([O:60][C:61]2[CH:66]=[CH:65][CH:64]=[CH:63][CH:62]=2)[CH:33]=1, predict the reaction product. The product is: [Cl:31][C:32]1[CH:37]=[CH:36][C:35]([NH:38][C:39](=[O:59])[NH:40][C:41]2[CH:46]=[CH:45][C:44]([C:47]3[N:51]=[C:50]([CH2:52][CH2:53][CH2:54][C:55]([OH:57])=[O:56])[O:49][N:48]=3)=[CH:43][CH:42]=2)=[C:34]([O:60][C:61]2[CH:62]=[CH:63][CH:64]=[CH:65][CH:66]=2)[CH:33]=1. (8) The product is: [CH2:41]([C:44]1[CH:49]=[C:48]([Br:50])[CH:47]=[C:46]([O:51][CH3:52])[C:45]=1[O:53][Si:60]([CH:67]([CH3:69])[CH3:68])([CH:64]([CH3:66])[CH3:65])[CH:61]([CH3:63])[CH3:62])[CH:42]=[CH2:43]. Given the reactants C(O)(=O)C.FC1C(OCCF)=CC(OC)=CC=1C(NC1C=CC(C(N)=N)=CC=1)C1NC(=O)N(C2N=CC=CN=2)N=1.[CH2:41]([C:44]1[CH:49]=[C:48]([Br:50])[CH:47]=[C:46]([O:51][CH3:52])[C:45]=1[OH:53])[CH:42]=[CH2:43].N1C=CN=C1.Cl[Si:60]([CH:67]([CH3:69])[CH3:68])([CH:64]([CH3:66])[CH3:65])[CH:61]([CH3:63])[CH3:62].Cl, predict the reaction product. (9) Given the reactants [Cl:1][C:2]1[C:3]([C:15]2([C:18]#[N:19])[CH2:17][CH2:16]2)=[N:4][CH:5]=[C:6]([CH:8]2[CH2:10][CH:9]2[C:11]([F:14])([F:13])[F:12])[CH:7]=1, predict the reaction product. The product is: [Cl:1][C:2]1[C:3]([C:15]2([CH2:18][NH2:19])[CH2:17][CH2:16]2)=[N:4][CH:5]=[C:6]([CH:8]2[CH2:10][CH:9]2[C:11]([F:14])([F:12])[F:13])[CH:7]=1. (10) Given the reactants [I:1][C:2]1[CH:3]=[C:4]2[C:9](=[CH:10][CH:11]=1)[NH:8][CH:7]=[C:6]([C:12]#[N:13])[C:5]2=O.O=P(Cl)(Cl)[Cl:17], predict the reaction product. The product is: [Cl:17][C:5]1[C:4]2[C:9](=[CH:10][CH:11]=[C:2]([I:1])[CH:3]=2)[N:8]=[CH:7][C:6]=1[C:12]#[N:13].